This data is from Full USPTO retrosynthesis dataset with 1.9M reactions from patents (1976-2016). The task is: Predict the reactants needed to synthesize the given product. (1) Given the product [ClH:24].[CH2:1]([C:7]1[N:11]2[N:12]=[C:13]([NH:16][CH2:17][C:18]3[CH:23]=[CH:22][CH:21]=[CH:20][N:19]=3)[CH:14]=[CH:15][C:10]2=[N:9][CH:8]=1)[CH2:2][CH2:3][CH2:4][CH2:5][CH3:6], predict the reactants needed to synthesize it. The reactants are: [C:1]([C:7]1[N:11]2[N:12]=[C:13]([NH:16][CH2:17][C:18]3[CH:23]=[CH:22][CH:21]=[CH:20][N:19]=3)[CH:14]=[CH:15][C:10]2=[N:9][CH:8]=1)#[C:2][CH2:3][CH2:4][CH2:5][CH3:6].[ClH:24]. (2) Given the product [Si:16]([O:15][C@@H:11]1[C@@H:12]([CH3:14])[CH2:13][N:8]([C:7]2[CH:6]=[CH:5][N:4]=[CH:3][C:2]=2[N:1]=[C:31]=[S:32])[CH2:9][C@H:10]1[NH:23][C:24](=[O:30])[O:25][C:26]([CH3:29])([CH3:28])[CH3:27])([C:19]([CH3:22])([CH3:21])[CH3:20])([CH3:18])[CH3:17], predict the reactants needed to synthesize it. The reactants are: [NH2:1][C:2]1[CH:3]=[N:4][CH:5]=[CH:6][C:7]=1[N:8]1[CH2:13][C@H:12]([CH3:14])[C@@H:11]([O:15][Si:16]([C:19]([CH3:22])([CH3:21])[CH3:20])([CH3:18])[CH3:17])[C@H:10]([NH:23][C:24](=[O:30])[O:25][C:26]([CH3:29])([CH3:28])[CH3:27])[CH2:9]1.[C:31](N1C=CN=C1)(N1C=CN=C1)=[S:32].